Dataset: Reaction yield outcomes from USPTO patents with 853,638 reactions. Task: Predict the reaction yield, written as a fraction of the theoretical maximum amount of product (1.0 means a 100% yield; for example, 0.34 means a 34% yield). (1) The reactants are [BH4-].[Na+].[O:3]=[C:4]1[CH2:10][CH:9]2[N:11]([C:12]([O:14][C:15]([CH3:18])([CH3:17])[CH3:16])=[O:13])[CH:6]([CH2:7][CH2:8]2)[CH2:5]1. The catalyst is C(O)C. The product is [OH:3][CH:4]1[CH2:5][CH:6]2[N:11]([C:12]([O:14][C:15]([CH3:18])([CH3:17])[CH3:16])=[O:13])[CH:9]([CH2:8][CH2:7]2)[CH2:10]1. The yield is 0.920. (2) The reactants are [NH2:1][C:2]1[CH:10]=[CH:9][C:5]([CH2:6][CH2:7][OH:8])=[CH:4][CH:3]=1.[CH2:11]([O:13][C:14](=[O:27])[CH:15]([O:24][CH2:25][CH3:26])[CH2:16][C:17]1[CH:22]=[CH:21][C:20](O)=[CH:19][CH:18]=1)[CH3:12].N(C(N1CCCCC1)=O)=NC(N1CCCCC1)=O.C1(P(C2C=CC=CC=2)C2C=CC=CC=2)C=CC=CC=1. The catalyst is ClCCl. The product is [CH2:11]([O:13][C:14](=[O:27])[CH:15]([O:24][CH2:25][CH3:26])[CH2:16][C:17]1[CH:22]=[CH:21][C:20]([O:8][CH2:7][CH2:6][C:5]2[CH:9]=[CH:10][C:2]([NH2:1])=[CH:3][CH:4]=2)=[CH:19][CH:18]=1)[CH3:12]. The yield is 0.860. (3) The reactants are C(=O)([O-])[O-].[Cs+].[Cs+].[Cl:7][C:8]1[CH:13]=[CH:12][CH:11]=[CH:10][C:9]=1[N:14]1[C:19](=[O:20])[CH2:18][N:17]([CH2:21][C@H:22]([NH:31]S(C2C=CC=CC=2[N+]([O-])=O)(=O)=O)[C@@H:23]2[CH2:27][C@@H:26]([CH2:28][CH3:29])[C:25](=[O:30])[O:24]2)[C:16]([CH3:45])([CH3:44])[CH2:15]1.C1(S)C=CC=CC=1.C(=O)(O)[O-].[Na+].[C:58](OC(OC(C)(C)C)=O)([O:60][C:61]([CH3:64])([CH3:63])[CH3:62])=[O:59].N[C@H]([C@@H]1C[C@@H](CC)C(=O)O1)CN1C(C)(C)CN(C2C=CC=CC=2Cl)C(=O)C1. The catalyst is CN(C)C=O.[Cl-].[Na+].O.C(OCC)(=O)C.O. The product is [C:61]([O:60][C:58](=[O:59])[NH:31][C@H:22]([C@@H:23]1[CH2:27][C@@H:26]([CH2:28][CH3:29])[C:25](=[O:30])[O:24]1)[CH2:21][N:17]1[CH2:18][C:19](=[O:20])[N:14]([C:9]2[CH:10]=[CH:11][CH:12]=[CH:13][C:8]=2[Cl:7])[CH2:15][C:16]1([CH3:45])[CH3:44])([CH3:64])([CH3:63])[CH3:62]. The yield is 0.880. (4) The reactants are [CH3:1][C@H:2]1[N:7]([C:8]2[CH:9]=[N:10][C:11]([N+:14]([O-])=O)=[CH:12][CH:13]=2)[CH2:6][CH2:5][N:4]([C:17]([O:19][C:20]([CH3:23])([CH3:22])[CH3:21])=[O:18])[CH2:3]1. The catalyst is [Pd].CO. The product is [NH2:14][C:11]1[N:10]=[CH:9][C:8]([N:7]2[CH2:6][CH2:5][N:4]([C:17]([O:19][C:20]([CH3:23])([CH3:22])[CH3:21])=[O:18])[CH2:3][C@H:2]2[CH3:1])=[CH:13][CH:12]=1. The yield is 0.810. (5) The reactants are [C:1]([OH:7])(=[O:6])[CH2:2][C:3]([OH:5])=[O:4].[Cl:8][C:9]1[CH:14]=[C:13]([Cl:15])[CH:12]=[C:11]([Cl:16])[C:10]=1O.P(Cl)(Cl)(Cl)=O. No catalyst specified. The product is [Cl:8][C:9]1[CH:14]=[C:13]([Cl:15])[CH:12]=[C:11]([Cl:16])[C:10]=1[O:4][C:3](=[O:5])[CH2:2][C:1]([O:7][C:10]1[C:9]([Cl:8])=[CH:14][C:13]([Cl:15])=[CH:12][C:11]=1[Cl:16])=[O:6]. The yield is 0.950. (6) The product is [CH2:28]([O:35][C:36]1[C:41]([CH2:42][N:6]2[CH2:5][CH2:4][C:3]3[C:8](=[C:9]([Cl:16])[C:10]([O:12][CH:13]([CH3:15])[CH3:14])=[CH:11][C:2]=3[Br:1])[C:7]2=[O:17])=[C:40]([CH3:44])[CH:39]=[C:38]([CH3:45])[N:37]=1)[C:29]1[CH:34]=[CH:33][CH:32]=[CH:31][CH:30]=1. The yield is 0.440. The catalyst is O1CCOCC1. The reactants are [Br:1][C:2]1[CH:11]=[C:10]([O:12][CH:13]([CH3:15])[CH3:14])[C:9]([Cl:16])=[C:8]2[C:3]=1[CH2:4][CH2:5][NH:6][C:7]2=[O:17].C[Si]([N-][Si](C)(C)C)(C)C.[K+].[CH2:28]([O:35][C:36]1[C:41]([CH2:42]Cl)=[C:40]([CH3:44])[CH:39]=[C:38]([CH3:45])[N:37]=1)[C:29]1[CH:34]=[CH:33][CH:32]=[CH:31][CH:30]=1.